This data is from Reaction yield outcomes from USPTO patents with 853,638 reactions. The task is: Predict the reaction yield, written as a fraction of the theoretical maximum amount of product (1.0 means a 100% yield; for example, 0.34 means a 34% yield). (1) The reactants are [CH3:1][CH:2]([CH:9]1[C:25]2([CH3:26])[CH:12]([CH:13]3[CH:22]([CH2:23][CH2:24]2)[C:21]2(C)[C:16]([CH2:17]C(OC(=O)NCCCCCC([N:38]4[CH2:42][CH:41](O)[CH:40](C(C5C=CC=CC=5)OC(C5C=CC(OC)=CC=5)C5C=CC(OC)=CC=5)[CH2:39]4)=O)C[CH2:20]2)=[CH:15][CH2:14]3)[CH2:11][CH2:10]1)[CH2:3][CH2:4][CH2:5][CH:6]([CH3:8])[CH3:7].C1(C)C=CC=CC=1.[C:77]([CH2:79][CH2:80][O:81][P:82]([N:90](C(C)C)C(C)C)N(C(C)C)C(C)C)#N.C(OCC)(=[O:99])C. The catalyst is C(#N)C.ClCCl.CCCCCC. The product is [NH:38]1[CH2:42][CH2:41][CH2:40][CH2:39]1.[P:82]([O:81][C@H:80]1[CH2:79][CH2:77][C@@:21]2([CH3:20])[C:16](=[CH:15][CH2:14][C@@H:13]3[C@@H:22]2[CH2:23][CH2:24][C@@:25]2([CH3:26])[C@H:12]3[CH2:11][CH2:10][C@@H:9]2[C@H:2]([CH3:1])[CH2:3][CH2:4][CH2:5][CH:6]([CH3:8])[CH3:7])[CH2:17]1)([NH2:90])[OH:99]. The yield is 0.840. (2) The reactants are [CH3:1][O:2][C:3]1[CH:53]=[CH:52][C:6]([C:7]([O:20][CH2:21][C@@H:22]([C@H:49]([CH3:51])[OH:50])[NH:23][C:24](=[O:48])[CH2:25][CH2:26][CH2:27][CH2:28][CH2:29][NH:30]C(OCC2C3C(=CC=CC=3)C3C2=CC=CC=3)=O)([C:14]2[CH:19]=[CH:18][CH:17]=[CH:16][CH:15]=2)[C:8]2[CH:13]=[CH:12][CH:11]=[CH:10][CH:9]=2)=[CH:5][CH:4]=1.N1CCCCC1. The catalyst is CN(C=O)C. The product is [CH3:1][O:2][C:3]1[CH:4]=[CH:5][C:6]([C:7]([O:20][CH2:21][C@@H:22]([C@H:49]([CH3:51])[OH:50])[NH:23][C:24](=[O:48])[CH2:25][CH2:26][CH2:27][CH2:28][CH2:29][NH2:30])([C:14]2[CH:19]=[CH:18][CH:17]=[CH:16][CH:15]=2)[C:8]2[CH:9]=[CH:10][CH:11]=[CH:12][CH:13]=2)=[CH:52][CH:53]=1. The yield is 0.710.